From a dataset of Catalyst prediction with 721,799 reactions and 888 catalyst types from USPTO. Predict which catalyst facilitates the given reaction. (1) Reactant: [N:1]1[C:6]2[S:7][CH:8]=[CH:9][C:5]=2[C:4](=[O:10])[NH:3][N:2]=1.[C:11](=O)([O-])[O-].[K+].[K+].IC.[I-].[K+]. Product: [CH3:11][N:3]1[C:4](=[O:10])[C:5]2[CH:9]=[CH:8][S:7][C:6]=2[N:1]=[N:2]1. The catalyst class is: 21. (2) Reactant: [OH:1][CH2:2][CH2:3][C@@H:4]1[CH2:10][C@@H:9]2[C@@H:7]([CH2:8]2)[CH2:6][N:5]1[C:11]([O:13][C:14]([CH3:17])([CH3:16])[CH3:15])=[O:12].[F:18][C:19]1[CH:20]=[CH:21][C:22](=O)[NH:23][CH:24]=1.C(P(CCCC)CCCC)CCC.CCOC(/N=N/C(OCC)=O)=O. Product: [F:18][C:19]1[CH:20]=[CH:21][C:22]([O:1][CH2:2][CH2:3][C@@H:4]2[CH2:10][C@@H:9]3[C@@H:7]([CH2:8]3)[CH2:6][N:5]2[C:11]([O:13][C:14]([CH3:17])([CH3:16])[CH3:15])=[O:12])=[N:23][CH:24]=1. The catalyst class is: 1. (3) Reactant: [Cl:1][C:2]1[CH:7]=[CH:6][C:5]([C:8]([C:10]2[CH:15]=[CH:14][C:13]([CH2:16][N:17]3[CH2:22][CH2:21][O:20][CH2:19][CH2:18]3)=[CH:12][CH:11]=2)=[O:9])=[CH:4][CH:3]=1.[BH4-].[Na+]. Product: [Cl:1][C:2]1[CH:7]=[CH:6][C:5]([CH:8]([C:10]2[CH:15]=[CH:14][C:13]([CH2:16][N:17]3[CH2:18][CH2:19][O:20][CH2:21][CH2:22]3)=[CH:12][CH:11]=2)[OH:9])=[CH:4][CH:3]=1. The catalyst class is: 8. (4) Reactant: Br[C:2]1[CH:3]=[C:4]2[C:9](=[CH:10][CH:11]=1)[N:8]=[CH:7][N:6]=[C:5]2[OH:12].[CH3:13][O:14][C:15]1[CH:20]=[CH:19][CH:18]=[CH:17][C:16]=1B(O)O.P([O-])([O-])([O-])=O.[K+].[K+].[K+]. The catalyst class is: 3. Product: [CH3:13][O:14][C:15]1[CH:20]=[CH:19][CH:18]=[CH:17][C:16]=1[C:2]1[CH:3]=[C:4]2[C:9](=[CH:10][CH:11]=1)[N:8]=[CH:7][N:6]=[C:5]2[OH:12].